Task: Predict the reaction yield, written as a fraction of the theoretical maximum amount of product (1.0 means a 100% yield; for example, 0.34 means a 34% yield).. Dataset: Reaction yield outcomes from USPTO patents with 853,638 reactions The yield is 1.00. The catalyst is C(Cl)Cl. The product is [Cl:31][C:28]1[CH:27]=[CH:26][C:25]([CH2:24][C@H:8]([C:9]([N:11]2[C@H:15]([CH3:16])[C@H:14]([C:17]3[CH:18]=[CH:19][CH:20]=[CH:21][CH:22]=3)[O:13][C:12]2=[O:23])=[O:10])[CH2:7][C:6]([OH:32])=[O:5])=[CH:30][CH:29]=1. The reactants are C([O:5][C:6](=[O:32])[CH2:7][C@H:8]([CH2:24][C:25]1[CH:30]=[CH:29][C:28]([Cl:31])=[CH:27][CH:26]=1)[C:9]([N:11]1[C@H:15]([CH3:16])[C@H:14]([C:17]2[CH:22]=[CH:21][CH:20]=[CH:19][CH:18]=2)[O:13][C:12]1=[O:23])=[O:10])(C)(C)C.C(O)(C(F)(F)F)=O.